From a dataset of Full USPTO retrosynthesis dataset with 1.9M reactions from patents (1976-2016). Predict the reactants needed to synthesize the given product. Given the product [F:9][S:8]([F:13])([F:12])([F:11])([F:10])[C:6]1[CH:7]=[C:2]([C:17]#[N:18])[C:3](=[CH:4][CH:5]=1)[C:14]#[N:15], predict the reactants needed to synthesize it. The reactants are: I[C:2]1[CH:7]=[C:6]([S:8]([F:13])([F:12])([F:11])([F:10])[F:9])[CH:5]=[CH:4][C:3]=1[C:14]#[N:15].[Cu](C#N)[C:17]#[N:18].O.N.